This data is from Reaction yield outcomes from USPTO patents with 853,638 reactions. The task is: Predict the reaction yield, written as a fraction of the theoretical maximum amount of product (1.0 means a 100% yield; for example, 0.34 means a 34% yield). The reactants are Br[C:2]1[CH:3]=[N:4][CH:5]=[N:6][CH:7]=1.C([Li])CCC.O(N(C)[C:16](=[O:18])[CH3:17])C.[Cl-].[NH4+]. The catalyst is O1CCCC1.CCCCCC. The product is [C:16]([C:2]1[CH:3]=[N:4][CH:5]=[N:6][CH:7]=1)(=[O:18])[CH3:17]. The yield is 0.450.